Dataset: Forward reaction prediction with 1.9M reactions from USPTO patents (1976-2016). Task: Predict the product of the given reaction. Given the reactants [CH:1]1N=C[N:3]([C:6]([N:8]2C=N[CH:10]=[CH:9]2)=[O:7])[CH:2]=1.NCC1[CH:24]=[CH:23][C:22]2[C:17](=[CH:18][CH:19]=[CH:20][CH:21]=2)[CH:16]=1.NC1[CH:34]=[CH:33][C:29]([C:30]([OH:32])=[O:31])=[CH:28][CH:27]=1.[OH-].[Na+], predict the reaction product. The product is: [CH:16]1[C:17]2[C:22](=[CH:21][CH:20]=[CH:19][CH:18]=2)[CH:23]=[CH:24][C:10]=1[CH2:9][NH:8][C:6](=[O:7])[NH:3][CH2:2][C:1]1[CH:34]=[CH:33][C:29]([C:30]([OH:32])=[O:31])=[CH:28][CH:27]=1.